Dataset: Reaction yield outcomes from USPTO patents with 853,638 reactions. Task: Predict the reaction yield, written as a fraction of the theoretical maximum amount of product (1.0 means a 100% yield; for example, 0.34 means a 34% yield). The reactants are [C:1]([N:8]1[CH2:11][CH:10]([OH:12])[CH2:9]1)([O:3][C:4]([CH3:7])([CH3:6])[CH3:5])=[O:2].[H-].[Na+].[Cl-].Cl[CH2:17][C:18]1[S:19][CH:20]=[CH:21][NH+:22]=1. The catalyst is CN(C=O)C.CCN(C(C)C)C(C)C.O. The product is [S:19]1[CH:20]=[CH:21][N:22]=[C:18]1[CH2:17][O:12][CH:10]1[CH2:11][N:8]([C:1]([O:3][C:4]([CH3:7])([CH3:6])[CH3:5])=[O:2])[CH2:9]1. The yield is 0.480.